Task: Predict the reaction yield, written as a fraction of the theoretical maximum amount of product (1.0 means a 100% yield; for example, 0.34 means a 34% yield).. Dataset: Reaction yield outcomes from USPTO patents with 853,638 reactions (1) The reactants are [CH3:1][O:2][C:3]1[CH:34]=[CH:33][C:6]([CH2:7][N:8]([CH2:24][C:25]2[CH:30]=[CH:29][C:28]([O:31][CH3:32])=[CH:27][CH:26]=2)[C:9]2[CH:14]=[C:13]([F:15])[C:12]([C:16]([CH3:22])([CH3:21])[C:17](OC)=[O:18])=[C:11]([F:23])[CH:10]=2)=[CH:5][CH:4]=1.CC(C[AlH]CC(C)C)C.C1COCC1.Cl.O. The catalyst is C1COCC1.C(OCC)(=O)C.CCCCCC. The product is [CH3:32][O:31][C:28]1[CH:27]=[CH:26][C:25]([CH2:24][N:8]([CH2:7][C:6]2[CH:5]=[CH:4][C:3]([O:2][CH3:1])=[CH:34][CH:33]=2)[C:9]2[CH:10]=[C:11]([F:23])[C:12]([C:16]([CH3:22])([CH3:21])[CH2:17][OH:18])=[C:13]([F:15])[CH:14]=2)=[CH:30][CH:29]=1. The yield is 0.642. (2) The reactants are [C:1]1([O:7][P:8]([CH2:11][C:12]([CH3:35])=[CH:13][CH2:14][C:15]2[C:16]([O:28][CH2:29][CH2:30][Si:31]([CH3:34])([CH3:33])[CH3:32])=[C:17]3[C:21](=[C:22]([CH3:26])[C:23]=2[O:24][CH3:25])[CH2:20][O:19][C:18]3=[O:27])(=[O:10])[OH:9])[CH:6]=[CH:5][CH:4]=[CH:3][CH:2]=1.[C:36]([O:41][CH2:42][CH3:43])(=[O:40])[C@H:37]([CH3:39])O.C1CN([P+](ON2N=NC3C=CC=CC2=3)(N2CCCC2)N2CCCC2)CC1.F[P-](F)(F)(F)(F)F. The catalyst is N1C=CC=CC=1. The product is [CH2:42]([O:41][C:36](=[O:40])[CH:37]([O:10][P:8]([CH2:11][C:12]([CH3:35])=[CH:13][CH2:14][C:15]1[C:16]([O:28][CH2:29][CH2:30][Si:31]([CH3:34])([CH3:32])[CH3:33])=[C:17]2[C:21](=[C:22]([CH3:26])[C:23]=1[O:24][CH3:25])[CH2:20][O:19][C:18]2=[O:27])([O:7][C:1]1[CH:2]=[CH:3][CH:4]=[CH:5][CH:6]=1)=[O:9])[CH3:39])[CH3:43]. The yield is 0.830. (3) The reactants are [CH2:1]([O:8][C:9]1[CH:10]=[C:11]([CH2:15][NH2:16])[CH:12]=[CH:13][CH:14]=1)[C:2]1[CH:7]=[CH:6][CH:5]=[CH:4][CH:3]=1.[CH2:17]([O:19][C:20](=[O:23])[CH2:21]Br)[CH3:18].C([O-])(O)=O.[Na+].C(N(CC)CC)C. The catalyst is C(#N)C. The product is [CH2:17]([O:19][C:20](=[O:23])[CH2:21][NH:16][CH2:15][C:11]1[CH:12]=[CH:13][CH:14]=[C:9]([O:8][CH2:1][C:2]2[CH:3]=[CH:4][CH:5]=[CH:6][CH:7]=2)[CH:10]=1)[CH3:18]. The yield is 0.800. (4) The reactants are [Cl:1][C:2]1[CH:11]=[CH:10][C:5]([C:6](=O)[CH2:7]Br)=[CH:4][CH:3]=1.[CH2:12]([O:14][C:15](=[O:20])[CH2:16][C:17]([NH2:19])=[S:18])[CH3:13]. The catalyst is CCO. The product is [Cl:1][C:2]1[CH:11]=[CH:10][C:5]([C:6]2[N:19]=[C:17]([CH2:16][C:15]([O:14][CH2:12][CH3:13])=[O:20])[S:18][CH:7]=2)=[CH:4][CH:3]=1. The yield is 0.700. (5) The reactants are [CH2:1]([O:8][C:9]1[CH:10]=[CH:11][C:12]([S:20]([C:23]2[CH:28]=[CH:27][N:26]=[CH:25][C:24]=2[CH3:29])(=[O:22])=[O:21])=[C:13]2[C:18]=1[N+:17]([O-])=[CH:16][CH:15]=[CH:14]2)[C:2]1[CH:7]=[CH:6][CH:5]=[CH:4][CH:3]=1.C([O-])=[O:31].[NH4+]. The catalyst is CO.[Ni]. The product is [CH2:1]([O:8][C:9]1[CH:10]=[CH:11][C:12]([S:20]([C:23]2[CH:28]=[CH:27][N:26]=[CH:25][C:24]=2[CH3:29])(=[O:22])=[O:21])=[C:13]2[C:18]=1[NH:17][C:16](=[O:31])[CH:15]=[CH:14]2)[C:2]1[CH:7]=[CH:6][CH:5]=[CH:4][CH:3]=1. The yield is 0.890.